From a dataset of NCI-60 drug combinations with 297,098 pairs across 59 cell lines. Regression. Given two drug SMILES strings and cell line genomic features, predict the synergy score measuring deviation from expected non-interaction effect. (1) Drug 1: CC(C1=C(C=CC(=C1Cl)F)Cl)OC2=C(N=CC(=C2)C3=CN(N=C3)C4CCNCC4)N. Drug 2: C1=NC2=C(N=C(N=C2N1C3C(C(C(O3)CO)O)F)Cl)N. Cell line: OVCAR-8. Synergy scores: CSS=40.8, Synergy_ZIP=0.911, Synergy_Bliss=-1.10, Synergy_Loewe=-18.3, Synergy_HSA=-0.830. (2) Drug 1: C1=CC(=CC=C1CCCC(=O)O)N(CCCl)CCCl. Drug 2: C1CN(CCN1C(=O)CCBr)C(=O)CCBr. Cell line: OVCAR-5. Synergy scores: CSS=28.0, Synergy_ZIP=-4.42, Synergy_Bliss=2.22, Synergy_Loewe=1.42, Synergy_HSA=2.28. (3) Drug 1: C1=CC(=CC=C1CC(C(=O)O)N)N(CCCl)CCCl.Cl. Drug 2: CCC1=C2CN3C(=CC4=C(C3=O)COC(=O)C4(CC)O)C2=NC5=C1C=C(C=C5)O. Cell line: NCI/ADR-RES. Synergy scores: CSS=13.0, Synergy_ZIP=-6.44, Synergy_Bliss=-2.15, Synergy_Loewe=-12.9, Synergy_HSA=-2.49.